Dataset: Full USPTO retrosynthesis dataset with 1.9M reactions from patents (1976-2016). Task: Predict the reactants needed to synthesize the given product. (1) Given the product [F:1][C:2]1[C:3]([N:24]2[CH2:29][CH2:28][CH2:27][C@H:26]([NH2:30])[CH2:25]2)=[N:4][C:5]([N:8]2[C:16]3[CH:15]=[C:14]([C:17]4[CH:22]=[N:21][CH:20]=[C:19]([CH3:23])[N:18]=4)[N:13]=[CH:12][C:11]=3[CH:10]=[N:9]2)=[CH:6][CH:7]=1, predict the reactants needed to synthesize it. The reactants are: [F:1][C:2]1[C:3]([N:24]2[CH2:29][CH2:28][CH2:27][C@H:26]([NH:30]C(=O)OC(C)(C)C)[CH2:25]2)=[N:4][C:5]([N:8]2[C:16]3[CH:15]=[C:14]([C:17]4[CH:22]=[N:21][CH:20]=[C:19]([CH3:23])[N:18]=4)[N:13]=[CH:12][C:11]=3[CH:10]=[N:9]2)=[CH:6][CH:7]=1. (2) Given the product [C:1]1([N:7]2[C:11]3[CH:12]=[CH:13][CH:14]=[CH:15][C:10]=3[N:9]=[C:8]2[C:16]2[CH:17]=[CH:18][C:19]([C:58]3[CH:57]=[CH:3][C:2]([N:38]4[C:50]5[CH:45]=[CH:46][CH:47]=[CH:48][C:49]=5[C:34]5[C:35]4=[CH:36][CH:37]=[CH:32][CH:33]=5)=[CH:1][CH:6]=3)=[CH:20][CH:21]=2)[CH:6]=[CH:5][CH:4]=[CH:3][CH:2]=1, predict the reactants needed to synthesize it. The reactants are: [C:1]1([N:7]2[C:11]3[CH:12]=[CH:13][CH:14]=[CH:15][C:10]=3[N:9]=[C:8]2[C:16]2[CH:21]=[CH:20][C:19](B3OC(C)(C)C(C)(C)O3)=[CH:18][CH:17]=2)[CH:6]=[CH:5][CH:4]=[CH:3][CH:2]=1.Br[C:32]1[CH:37]=[CH:36][C:35]([N:38]2[C:50]3[CH:49]=[CH:48][CH:47]=[CH:46][C:45]=3C3C2=CC=CC=3)=[CH:34][CH:33]=1.[F-].[K+].C(O[CH2:57][CH3:58])(=O)C. (3) Given the product [Cl:7][C:8]1[S:12][C:11]([C:13]([N:19]=[N+:20]=[N-:21])=[O:14])=[CH:10][C:9]=1[N+:16]([O-:18])=[O:17], predict the reactants needed to synthesize it. The reactants are: C(Cl)(=O)C(Cl)=O.[Cl:7][C:8]1[S:12][C:11]([C:13](O)=[O:14])=[CH:10][C:9]=1[N+:16]([O-:18])=[O:17].[N-:19]=[N+:20]=[N-:21].[Na+]. (4) The reactants are: [CH2:1]([N:4]1[CH2:8][CH2:7][CH2:6][CH2:5]1)[C:2]#[CH:3].Br[C:10]1[CH:11]=[C:12]2[C:16](=[C:17]([Cl:19])[CH:18]=1)[C:15](=[O:20])[N:14]([CH2:21][C:22]1[CH:27]=[CH:26][C:25]([O:28][C:29]3[CH:34]=[CH:33][CH:32]=[CH:31][CH:30]=3)=[CH:24][CH:23]=1)[CH2:13]2.C(Cl)(Cl)Cl.CO. Given the product [Cl:19][C:17]1[CH:18]=[C:10]([C:3]#[C:2][CH2:1][N:4]2[CH2:8][CH2:7][CH2:6][CH2:5]2)[CH:11]=[C:12]2[C:16]=1[C:15](=[O:20])[N:14]([CH2:21][C:22]1[CH:27]=[CH:26][C:25]([O:28][C:29]3[CH:34]=[CH:33][CH:32]=[CH:31][CH:30]=3)=[CH:24][CH:23]=1)[CH2:13]2, predict the reactants needed to synthesize it. (5) Given the product [CH2:1]([C:3]1[CH:4]=[C:5]2[C:10](=[CH:11][C:12]=1[O:13][C:14]1[CH:19]=[CH:18][N:17]=[C:16]([S:20][CH3:21])[N:15]=1)[O:9][CH:8]([C:22]([F:25])([F:24])[F:23])[C:7]([C:26]([OH:28])=[O:27])=[CH:6]2)[CH3:2], predict the reactants needed to synthesize it. The reactants are: [CH2:1]([C:3]1[CH:4]=[C:5]2[C:10](=[CH:11][C:12]=1[O:13][C:14]1[CH:19]=[CH:18][N:17]=[C:16]([S:20][CH3:21])[N:15]=1)[O:9][CH:8]([C:22]([F:25])([F:24])[F:23])[C:7]([C:26]([O:28]CC)=[O:27])=[CH:6]2)[CH3:2].[OH-].[Li+].C(O)C. (6) Given the product [OH:22][CH2:18][CH2:19][C:20]#[C:21][C:2]1[CH:14]=[C:13]2[C:5]([C:6]3[CH:7]=[CH:8][C:9]([OH:17])=[CH:10][C:11]=3[C:12]2([CH3:16])[CH3:15])=[CH:4][CH:3]=1, predict the reactants needed to synthesize it. The reactants are: Br[C:2]1[CH:14]=[C:13]2[C:5]([C:6]3[CH:7]=[CH:8][C:9]([OH:17])=[CH:10][C:11]=3[C:12]2([CH3:16])[CH3:15])=[CH:4][CH:3]=1.[CH2:18]([OH:22])[CH2:19][C:20]#[CH:21].O.Cl. (7) Given the product [C:14]([C:12]([NH:16][C:17](=[O:29])[C:18]1[CH:23]=[CH:22][C:21]([O:24][C:25]([F:26])([F:27])[F:28])=[CH:20][CH:19]=1)([CH3:13])[CH2:11][N:7]1[C:6]([Cl:30])=[C:5]2[C:9]([CH:10]=[C:2]([Cl:1])[CH:3]=[CH:4]2)=[N:8]1)#[N:15], predict the reactants needed to synthesize it. The reactants are: [Cl:1][C:2]1[CH:3]=[CH:4][C:5]2[C:9]([CH:10]=1)=[N:8][N:7]([CH2:11][C:12]([NH:16][C:17](=[O:29])[C:18]1[CH:23]=[CH:22][C:21]([O:24][C:25]([F:28])([F:27])[F:26])=[CH:20][CH:19]=1)([C:14]#[N:15])[CH3:13])[CH:6]=2.[Cl:30]N1C(=O)CCC1=O. (8) Given the product [F:34][C:2]([F:33])([F:1])[C:3]1[CH:4]=[C:5]([C:13]([N:15]2[CH2:20][CH2:19][C@H:18]([N:21]3[CH2:26][CH2:25][N:24]([C:38]([CH:35]4[CH2:37][CH2:36]4)=[O:39])[CH2:23][CH2:22]3)[C@H:17]([C:27]3[CH:32]=[CH:31][CH:30]=[CH:29][CH:28]=3)[CH2:16]2)=[O:14])[CH:6]=[C:7]([C:9]([F:10])([F:11])[F:12])[CH:8]=1, predict the reactants needed to synthesize it. The reactants are: [F:1][C:2]([F:34])([F:33])[C:3]1[CH:4]=[C:5]([C:13]([N:15]2[CH2:20][CH2:19][C@H:18]([N:21]3[CH2:26][CH2:25][NH:24][CH2:23][CH2:22]3)[C@H:17]([C:27]3[CH:32]=[CH:31][CH:30]=[CH:29][CH:28]=3)[CH2:16]2)=[O:14])[CH:6]=[C:7]([C:9]([F:12])([F:11])[F:10])[CH:8]=1.[CH:35]1([C:38](Cl)=[O:39])[CH2:37][CH2:36]1. (9) Given the product [ClH:18].[Cl:18][CH2:14][C:9]1[CH:10]=[N:11][C:12]2[C:7]([CH:8]=1)=[CH:6][CH:5]=[C:4]([O:3][CH2:1][CH3:2])[CH:13]=2, predict the reactants needed to synthesize it. The reactants are: [CH2:1]([O:3][C:4]1[CH:13]=[C:12]2[C:7]([CH:8]=[C:9]([CH2:14]O)[CH:10]=[N:11]2)=[CH:6][CH:5]=1)[CH3:2].O=S(Cl)[Cl:18].